Dataset: Catalyst prediction with 721,799 reactions and 888 catalyst types from USPTO. Task: Predict which catalyst facilitates the given reaction. (1) Reactant: C[O:2][C:3]1[CH:8]=[C:7]([O:9][C:10]([F:13])([F:12])[F:11])[CH:6]=[CH:5][C:4]=1[C:14](=[O:16])[CH3:15].B(Cl)(Cl)Cl. Product: [OH:2][C:3]1[CH:8]=[C:7]([O:9][C:10]([F:11])([F:12])[F:13])[CH:6]=[CH:5][C:4]=1[C:14](=[O:16])[CH3:15]. The catalyst class is: 2. (2) Reactant: [N+:1]([C:4]1[CH:12]=[C:11]([C:13]([F:16])([F:15])[F:14])[CH:10]=[CH:9][C:5]=1[C:6]([OH:8])=[O:7])([O-])=O.[H][H]. Product: [NH2:1][C:4]1[CH:12]=[C:11]([C:13]([F:14])([F:15])[F:16])[CH:10]=[CH:9][C:5]=1[C:6]([OH:8])=[O:7]. The catalyst class is: 50. (3) Reactant: [CH2:1]([S:3]([C:5]1[O:6][C:7]2[C:12]([C:13](=[O:23])[C:14]=1[CH2:15][O:16][CH:17]1[CH2:22][CH2:21][CH2:20][CH2:19][O:18]1)=[CH:11][CH:10]=[CH:9][CH:8]=2)=O)[CH3:2].[C:24]([C:28]1[CH:35]=[CH:34]C(CS)=[CH:30][CH:29]=1)([CH3:27])([CH3:26])[CH3:25]. Product: [C:24]([C:28]1[CH:35]=[CH:34][C:2]([CH2:1][S:3][C:5]2[O:6][C:7]3[C:12]([C:13](=[O:23])[C:14]=2[CH2:15][O:16][CH:17]2[CH2:22][CH2:21][CH2:20][CH2:19][O:18]2)=[CH:11][CH:10]=[CH:9][CH:8]=3)=[CH:30][CH:29]=1)([CH3:27])([CH3:26])[CH3:25]. The catalyst class is: 10. (4) Reactant: [N+:1]([C:4]1[CH:9]=[C:8]([NH:10][C:11]([C:13]2[CH:18]=[CH:17][CH:16]=[CH:15][C:14]=2[C:19]2[CH:24]=[CH:23][C:22]([C:25]([F:28])([F:27])[F:26])=[CH:21][CH:20]=2)=[O:12])[CH:7]=[CH:6][C:5]=1[N:29]([C:38](=[O:44])[C:39](OCC)=[O:40])[CH2:30][CH2:31][C:32]1[CH:37]=[CH:36][CH:35]=[CH:34][N:33]=1)([O-])=O.[Cl-].[NH4+]. Product: [O:44]=[C:38]1[C:39](=[O:40])[NH:1][C:4]2[C:5](=[CH:6][CH:7]=[C:8]([NH:10][C:11]([C:13]3[C:14]([C:19]4[CH:24]=[CH:23][C:22]([C:25]([F:27])([F:26])[F:28])=[CH:21][CH:20]=4)=[CH:15][CH:16]=[CH:17][CH:18]=3)=[O:12])[CH:9]=2)[N:29]1[CH2:30][CH2:31][C:32]1[CH:37]=[CH:36][CH:35]=[CH:34][N:33]=1. The catalyst class is: 190. (5) Reactant: [S:1]1[CH2:5][C:4](=[O:6])[NH:3][C:2]1=[O:7].[Br:8][C:9]1[CH:10]=[C:11]([CH:14]=[CH:15][C:16]=1[Br:17])[CH:12]=O.N1CCCCC1. Product: [Br:8][C:9]1[CH:10]=[C:11]([CH:14]=[CH:15][C:16]=1[Br:17])[CH:12]=[C:5]1[S:1][C:2](=[O:7])[NH:3][C:4]1=[O:6]. The catalyst class is: 15.